From a dataset of Full USPTO retrosynthesis dataset with 1.9M reactions from patents (1976-2016). Predict the reactants needed to synthesize the given product. (1) Given the product [NH:25]([C:42]([O:44][CH2:45][CH:46]1[C:58]2[C:53](=[CH:54][CH:55]=[CH:56][CH:57]=2)[C:52]2[C:47]1=[CH:48][CH:49]=[CH:50][CH:51]=2)=[O:43])[C@@H:26]([C:39]([NH:1][C@H:2]([C:7]([NH:9][C@H:10]([C:15]([O:17][CH2:18][C:19]1[CH:24]=[CH:23][CH:22]=[CH:21][CH:20]=1)=[O:16])[CH2:11][CH:12]([CH3:13])[CH3:14])=[O:8])[CH2:3][CH:4]([CH3:5])[CH3:6])=[O:40])[CH2:27][CH2:28][CH2:29][CH2:30][NH:31][C:32]([O:34][C:35]([CH3:36])([CH3:38])[CH3:37])=[O:33], predict the reactants needed to synthesize it. The reactants are: [NH2:1][C@H:2]([C:7]([NH:9][C@H:10]([C:15]([O:17][CH2:18][C:19]1[CH:24]=[CH:23][CH:22]=[CH:21][CH:20]=1)=[O:16])[CH2:11][CH:12]([CH3:14])[CH3:13])=[O:8])[CH2:3][CH:4]([CH3:6])[CH3:5].[NH:25]([C:42]([O:44][CH2:45][CH:46]1[C:58]2[C:53](=[CH:54][CH:55]=[CH:56][CH:57]=2)[C:52]2[C:47]1=[CH:48][CH:49]=[CH:50][CH:51]=2)=[O:43])[C@@H:26]([C:39](O)=[O:40])[CH2:27][CH2:28][CH2:29][CH2:30][NH:31][C:32]([O:34][C:35]([CH3:38])([CH3:37])[CH3:36])=[O:33].CCN=C=NCCCN(C)C.Cl. (2) Given the product [ClH:1].[Cl:1][C:2]1[CH:3]=[CH:4][C:5]2[N:17]=[C:14]([NH2:15])[C:13]3[CH:12]=[C:11]([CH3:16])[S:10][C:9]=3[NH:8][C:6]=2[CH:7]=1, predict the reactants needed to synthesize it. The reactants are: [Cl:1][C:2]1[CH:3]=[CH:4][C:5]([N+:17]([O-])=O)=[C:6]([NH:8][C:9]2[S:10][C:11]([CH3:16])=[CH:12][C:13]=2[C:14]#[N:15])[CH:7]=1.[Sn](Cl)Cl. (3) The reactants are: [NH2:1][C:2]1[N:7]=[C:6](S(C)=O)[C:5]([C:11]#[N:12])=[C:4]([C:13]2[O:14][CH:15]=[C:16]([CH3:18])[CH:17]=2)[N:3]=1.[NH2:19][CH2:20][C:21]1[C:26]([Cl:27])=[CH:25][C:24]([C:28]([F:31])([F:30])[F:29])=[CH:23][N:22]=1. Given the product [NH2:1][C:2]1[N:7]=[C:6]([NH:19][CH2:20][C:21]2[C:26]([Cl:27])=[CH:25][C:24]([C:28]([F:31])([F:30])[F:29])=[CH:23][N:22]=2)[C:5]([C:11]#[N:12])=[C:4]([C:13]2[O:14][CH:15]=[C:16]([CH3:18])[CH:17]=2)[N:3]=1, predict the reactants needed to synthesize it. (4) Given the product [C:4]1(=[O:3])[C:13]2[C:8](=[CH:9][CH:10]=[CH:11][CH:12]=2)[CH2:7][CH2:6][CH2:5]1, predict the reactants needed to synthesize it. The reactants are: C([O:3][C:4]1[C:13]2[C:8](=[CH:9][C:10](OCC)=[CH:11][CH:12]=2)[CH:7]=[CH:6][CH:5]=1)C.[Na].C1(C)C=CC(S(O)(=O)=O)=CC=1. (5) Given the product [CH3:15][O:9][CH2:8][C:3]([CH2:7][O:21][CH3:20])([CH3:2])[C:4]([OH:6])=[O:5], predict the reactants needed to synthesize it. The reactants are: O[CH2:2][C:3]([CH2:8][OH:9])([CH3:7])[C:4]([OH:6])=[O:5].[H-].[Na+].[H][H].I[CH3:15].[OH-].[Na+].CN(C)[CH:20]=[O:21]. (6) Given the product [C:1]([C:3]1[CH:10]=[CH:9][C:6]([CH:7]2[NH:12][C@H:13]([C:16]([OH:18])=[O:17])[CH2:14][S:15]2)=[CH:5][CH:4]=1)#[N:2], predict the reactants needed to synthesize it. The reactants are: [C:1]([C:3]1[CH:10]=[CH:9][C:6]([CH:7]=O)=[CH:5][CH:4]=1)#[N:2].Cl.[NH2:12][C@H:13]([C:16]([OH:18])=[O:17])[CH2:14][SH:15].O.O.O.C([O-])(=O)C.[Na+]. (7) Given the product [Cl:29][C:30]1[CH:31]=[C:32]([O:40][C:41]2[CH:53]=[CH:52][C:44]([C:45]([OH:47])=[O:46])=[CH:43][C:42]=2[CH:54]2[CH2:55][CH2:56]2)[CH:33]=[N:34][C:35]=1[O:36][CH:37]([CH3:39])[CH3:38], predict the reactants needed to synthesize it. The reactants are: ClC1C(OC2C=CC(OC(F)(F)F)=C(Cl)C=2)=CC(F)=C(C=1)C(OC(C)(C)C)=O.[Cl:29][C:30]1[CH:31]=[C:32]([O:40][C:41]2[CH:53]=[CH:52][C:44]([C:45]([O:47]C(C)(C)C)=[O:46])=[CH:43][C:42]=2[CH:54]2[CH2:56][CH2:55]2)[CH:33]=[N:34][C:35]=1[O:36][CH:37]([CH3:39])[CH3:38].